Dataset: Forward reaction prediction with 1.9M reactions from USPTO patents (1976-2016). Task: Predict the product of the given reaction. (1) The product is: [ClH:35].[CH3:44][O:43][C:40]1[CH:41]=[CH:42][C:24]([CH2:23][S:22][C:11]2[CH:10]=[C:9]([O:8][CH2:1][C:2]3[CH:7]=[CH:6][CH:5]=[CH:4][CH:3]=3)[C:14]([NH:15][C:16]3[S:17][CH:18]=[C:19]([CH3:21])[N:20]=3)=[N:13][CH:12]=2)=[CH:38][CH:39]=1. Given the reactants [CH2:1]([O:8][C:9]1[CH:10]=[C:11]([S:22][CH2:23][CH2:24]C(OC)=O)[CH:12]=[N:13][C:14]=1[NH:15][C:16]1[S:17][CH:18]=[C:19]([CH3:21])[N:20]=1)[C:2]1[CH:7]=[CH:6][CH:5]=[CH:4][CH:3]=1.CC([O-])(C)C.[K+].[Cl:35]CC1[CH:42]=[CH:41][C:40]([O:43][CH3:44])=[CH:39][CH:38]=1.Cl, predict the reaction product. (2) The product is: [CH2:15]([C:8]1[CH:7]=[CH:6][C:5]2[C:10](=[C:11]([F:12])[C:2]([F:1])=[CH:3][CH:4]=2)[C:9]=1[CH:13]=[O:14])[CH3:16]. Given the reactants [F:1][C:2]1[C:11]([F:12])=[C:10]2[C:5]([CH:6]=[CH:7][C:8]([CH:15]=[CH2:16])=[C:9]2[CH:13]=[O:14])=[CH:4][CH:3]=1.[H][H], predict the reaction product. (3) Given the reactants [F:1][C:2]1[CH:3]=[C:4]2[C:9](=[CH:10][CH:11]=1)[N:8]=[C:7]([NH:12][C:13](=[O:17])OCC)[C:6]([O:18][CH3:19])=[N:5]2.[CH3:20][C:21]1[CH:22]=[C:23]([N:27]2[CH2:32][CH2:31][NH:30][CH2:29][CH2:28]2)[CH:24]=[CH:25][CH:26]=1, predict the reaction product. The product is: [F:1][C:2]1[CH:3]=[C:4]2[C:9](=[CH:10][CH:11]=1)[N:8]=[C:7]([NH:12][C:13]([N:30]1[CH2:31][CH2:32][N:27]([C:23]3[CH:24]=[CH:25][CH:26]=[C:21]([CH3:20])[CH:22]=3)[CH2:28][CH2:29]1)=[O:17])[C:6]([O:18][CH3:19])=[N:5]2. (4) Given the reactants COC[O:4][C:5]1[CH:12]=[CH:11][CH:10]=[C:9]([O:13][CH2:14][C:15]2[C:16]([N:21]3[CH2:26][CH2:25][O:24][CH2:23][CH2:22]3)=[N:17][CH:18]=[CH:19][CH:20]=2)[C:6]=1[CH:7]=[O:8].Cl, predict the reaction product. The product is: [OH:4][C:5]1[CH:12]=[CH:11][CH:10]=[C:9]([O:13][CH2:14][C:15]2[C:16]([N:21]3[CH2:26][CH2:25][O:24][CH2:23][CH2:22]3)=[N:17][CH:18]=[CH:19][CH:20]=2)[C:6]=1[CH:7]=[O:8]. (5) Given the reactants [CH3:1][O:2][C:3](=[O:21])[C:4]1[C:5](=[CH:10][C:11]([O:14][CH:15]2[CH2:20][CH2:19][CH2:18][CH:17]=[CH:16]2)=[CH:12][CH:13]=1)[C:6]([O:8][CH3:9])=[O:7], predict the reaction product. The product is: [CH3:1][O:2][C:3](=[O:21])[C:4]1[C:5](=[CH:10][C:11]([O:14][CH:15]2[CH2:16][CH2:17][CH2:18][CH2:19][CH2:20]2)=[CH:12][CH:13]=1)[C:6]([O:8][CH3:9])=[O:7]. (6) The product is: [CH2:1]([N:7]1[CH2:12][CH:11]2[CH:9]([C:10]2([C:14]2[CH:19]=[CH:18][CH:17]=[C:16]([C:20]3[NH:24][CH:23]=[N:22][CH:21]=3)[CH:15]=2)[CH3:13])[CH2:8]1)[CH2:2][CH2:3][CH2:4][CH2:5][CH3:6]. Given the reactants [CH2:1]([N:7]1[CH2:12][CH:11]2[CH:9]([C:10]2([C:14]2[CH:19]=[CH:18][CH:17]=[C:16]([C:20]3[NH:24][CH:23]=[N:22][CH:21]=3)[CH:15]=2)[CH3:13])[C:8]1=O)[CH2:2][CH2:3][CH2:4][CH2:5][CH3:6].[H-].[Al+3].[Li+].[H-].[H-].[H-].C(OCC)(=O)C.C(=O)([O-])O.[Na+], predict the reaction product. (7) Given the reactants [C:1]([C:3]1[CH:8]=[CH:7][C:6]([N:9]=[C:10]=[O:11])=[CH:5][CH:4]=1)#[N:2].[Cl:12][C:13]1[CH:18]=[CH:17][C:16]([S:19]([C@H:22]([C:27]2[CH:32]=[C:31]([F:33])[CH:30]=[CH:29][C:28]=2[F:34])[C@H:23]([CH3:26])[CH2:24][OH:25])(=[O:21])=[O:20])=[CH:15][CH:14]=1, predict the reaction product. The product is: [C:1]([C:3]1[CH:4]=[CH:5][C:6]([NH:9][C:10](=[O:11])[O:25][CH2:24][C@@H:23]([CH3:26])[C@H:22]([S:19]([C:16]2[CH:15]=[CH:14][C:13]([Cl:12])=[CH:18][CH:17]=2)(=[O:21])=[O:20])[C:27]2[CH:32]=[C:31]([F:33])[CH:30]=[CH:29][C:28]=2[F:34])=[CH:7][CH:8]=1)#[N:2]. (8) Given the reactants C(O[C:6]([NH:8][C@@H:9]([CH2:22][C:23]1([CH3:28])[CH2:27][CH2:26][CH2:25][CH2:24]1)[C:10]([NH:12][C:13]1([CH:16](O)[C:17](OC)=O)[CH2:15]C1)=[O:11])=[O:7])(C)(C)C.[F:29][C:30]1([F:36])[CH2:32][CH:31]1C(O)=O.C(N(C(C)C)CC)(C)C.C[N:47]([C:49]([O:53]N1N=NC2C=CC=NC1=2)=[N+](C)C)C.F[P-](F)(F)(F)(F)F.[CH3:70][OH:71].C(Cl)(=O)C, predict the reaction product. The product is: [NH2:47][C:49](=[O:53])[CH:70]([C:13]1([NH:12][C:10](=[O:11])[C@@H:9]([NH:8][C:6]([CH:32]2[CH2:31][C:30]2([F:29])[F:36])=[O:7])[CH2:22][C:23]2([CH3:28])[CH2:24][CH2:25][CH2:26][CH2:27]2)[CH2:15][CH2:17][CH2:16]1)[OH:71]. (9) Given the reactants CN1C(=O)CCC1.Cl[C:9]1[CH:10]=[C:11]([N:18]([CH2:26][CH:27]2[CH2:32][CH2:31][O:30][CH2:29][CH2:28]2)[C:19](=[O:25])[O:20][C:21]([CH3:24])([CH3:23])[CH3:22])[C:12]2[N:13]([CH:15]=[N:16][N:17]=2)[N:14]=1.[CH:33]1([NH2:38])[CH2:37][CH2:36][CH2:35][CH2:34]1.O, predict the reaction product. The product is: [CH:33]1([NH:38][C:9]2[CH:10]=[C:11]([N:18]([CH2:26][CH:27]3[CH2:32][CH2:31][O:30][CH2:29][CH2:28]3)[C:19](=[O:25])[O:20][C:21]([CH3:24])([CH3:23])[CH3:22])[C:12]3[N:13]([CH:15]=[N:16][N:17]=3)[N:14]=2)[CH2:37][CH2:36][CH2:35][CH2:34]1.